This data is from Reaction yield outcomes from USPTO patents with 853,638 reactions. The task is: Predict the reaction yield, written as a fraction of the theoretical maximum amount of product (1.0 means a 100% yield; for example, 0.34 means a 34% yield). (1) The reactants are [CH3:1][N:2]1[C:11]2[C:6](=[CH:7][CH:8]=[CH:9][CH:10]=2)[CH:5]=[C:4]([C:12]([O:14]CC)=[O:13])[C:3]1=[O:17].O.[OH-].[Li+].O.C(=O)([O-])O.[Na+]. The catalyst is O1CCOCC1. The product is [CH3:1][N:2]1[C:11]2[C:6](=[CH:7][CH:8]=[CH:9][CH:10]=2)[CH:5]=[C:4]([C:12]([OH:14])=[O:13])[C:3]1=[O:17]. The yield is 0.960. (2) The reactants are [CH3:1][O:2][C:3]([C:5]1[S:9][C:8]2[CH:10]=[C:11]([C:14]([OH:16])=O)[CH:12]=[CH:13][C:7]=2[C:6]=1[O:17][CH2:18][C:19]([O:21][CH3:22])=[O:20])=[O:4].S(Cl)(Cl)=O.COC(C1SC2C=C(C(Cl)=O)C=C(OC)C=2C=1C(OC)=O)=O.[NH2:49][C:50]1[N:54]([CH3:55])[N:53]=[C:52]([C:56]2[CH:61]=[CH:60][CH:59]=[CH:58][CH:57]=2)[CH:51]=1.N1C=CC=CC=1. The catalyst is C1(C)C=CC=CC=1.ClCCl. The product is [CH3:1][O:2][C:3]([C:5]1[S:9][C:8]2[CH:10]=[C:11]([C:14](=[O:16])[NH:49][C:50]3[N:54]([CH3:55])[N:53]=[C:52]([C:56]4[CH:61]=[CH:60][CH:59]=[CH:58][CH:57]=4)[CH:51]=3)[CH:12]=[CH:13][C:7]=2[C:6]=1[O:17][CH2:18][C:19]([O:21][CH3:22])=[O:20])=[O:4]. The yield is 0.790. (3) The reactants are [CH3:1][C:2]1[CH:7]=[CH:6][C:5]([C:8]2[N:9]=[C:10]3[C:16]4[CH:17]=[CH:18][CH:19]=[CH:20][C:15]=4[NH:14][C:13]4[N:21]=[CH:22][CH:23]=[CH:24][C:12]=4[N:11]3[C:25]=2[C:26]2[CH:31]=[CH:30][C:29]([C:32]3([NH:36][C:37](=[O:43])[O:38][C:39]([CH3:42])([CH3:41])[CH3:40])[CH2:35][CH2:34][CH2:33]3)=[CH:28][CH:27]=2)=[CH:4][C:3]=1[N+:44]([O-])=O. The catalyst is CO.[Pd]. The product is [NH2:44][C:3]1[CH:4]=[C:5]([C:8]2[N:9]=[C:10]3[C:16]4[CH:17]=[CH:18][CH:19]=[CH:20][C:15]=4[NH:14][C:13]4[N:21]=[CH:22][CH:23]=[CH:24][C:12]=4[N:11]3[C:25]=2[C:26]2[CH:31]=[CH:30][C:29]([C:32]3([NH:36][C:37](=[O:43])[O:38][C:39]([CH3:41])([CH3:40])[CH3:42])[CH2:33][CH2:34][CH2:35]3)=[CH:28][CH:27]=2)[CH:6]=[CH:7][C:2]=1[CH3:1]. The yield is 0.604. (4) The catalyst is ClCCl. The reactants are [Si:1]([O:8][C:9]1[CH:13]=[C:12]([C:14]([F:17])([F:16])[F:15])[S:11][C:10]=1[CH2:18]O)([C:4]([CH3:7])([CH3:6])[CH3:5])([CH3:3])[CH3:2].C(N(CC)CC)C.S(Cl)([Cl:29])=O. The yield is 0.700. The product is [C:4]([Si:1]([O:8][C:9]1[CH:13]=[C:12]([C:14]([F:17])([F:16])[F:15])[S:11][C:10]=1[CH2:18][Cl:29])([CH3:3])[CH3:2])([CH3:7])([CH3:6])[CH3:5]. (5) The reactants are [OH:1][C:2]1[CH:11]=[C:10]2[C:5]([C:6]([O:12][C:13]3[CH:18]=[CH:17][C:16]([NH:19][C:20](=[O:27])[C:21]4[CH:26]=[CH:25][CH:24]=[CH:23][CH:22]=4)=[CH:15][CH:14]=3)=[CH:7][CH:8]=[N:9]2)=[CH:4][C:3]=1[O:28][CH3:29].[C:30]([O:34][C:35]([N:37]1[CH2:41][CH2:40][CH2:39][C@H:38]1[CH2:42]Br)=[O:36])([CH3:33])([CH3:32])[CH3:31].C([O-])([O-])=O.[K+].[K+]. The catalyst is CN(C=O)C. The product is [C:30]([O:34][C:35]([N:37]1[CH2:41][CH2:40][CH2:39][CH:38]1[CH2:42][O:1][C:2]1[CH:11]=[C:10]2[C:5]([C:6]([O:12][C:13]3[CH:14]=[CH:15][C:16]([NH:19][C:20](=[O:27])[C:21]4[CH:26]=[CH:25][CH:24]=[CH:23][CH:22]=4)=[CH:17][CH:18]=3)=[CH:7][CH:8]=[N:9]2)=[CH:4][C:3]=1[O:28][CH3:29])=[O:36])([CH3:33])([CH3:31])[CH3:32]. The yield is 0.330. (6) The reactants are Cl.[NH2:2][CH2:3][C:4]1[CH:13]=[CH:12][CH:11]=[C:10]2[C:5]=1[C:6](=[O:23])[N:7]([CH:15]1[CH2:20][CH2:19][C:18](=[O:21])[NH:17][C:16]1=[O:22])[C:8]([CH3:14])=[N:9]2.C(N(CC)CC)C.[Cl:31][C:32]1[CH:33]=[C:34]([N:39]=[C:40]=[O:41])[CH:35]=[CH:36][C:37]=1[CH3:38]. The catalyst is C1COCC1. The product is [Cl:31][C:32]1[CH:33]=[C:34]([NH:39][C:40]([NH:2][CH2:3][C:4]2[CH:13]=[CH:12][CH:11]=[C:10]3[C:5]=2[C:6](=[O:23])[N:7]([CH:15]2[CH2:20][CH2:19][C:18](=[O:21])[NH:17][C:16]2=[O:22])[C:8]([CH3:14])=[N:9]3)=[O:41])[CH:35]=[CH:36][C:37]=1[CH3:38]. The yield is 0.730. (7) The reactants are COC1C=CC(C([O:22][CH2:23][C@H:24]2[O:28][C@@H:27]([N:29]3[CH:37]=[C:35]([CH3:36])[C:33](=[O:34])[NH:32][C:30]3=[O:31])[CH2:26][C@@H:25]2[O:38][Si:39]([C:42]([CH3:45])([CH3:44])[CH3:43])([CH3:41])[CH3:40])(C2C=CC=CC=2)C2C=CC(OC)=CC=2)=CC=1.C([O-])([O-])=O.[Na+].[Na+]. The catalyst is C(O)(=O)C. The yield is 0.926. The product is [Si:39]([O:38][C@@H:25]1[C@@H:24]([CH2:23][OH:22])[O:28][C@@H:27]([N:29]2[CH:37]=[C:35]([CH3:36])[C:33](=[O:34])[NH:32][C:30]2=[O:31])[CH2:26]1)([C:42]([CH3:45])([CH3:43])[CH3:44])([CH3:40])[CH3:41]. (8) The reactants are [Cl:1][C:2]1[CH:13]=[C:12]([Cl:14])[C:11]([O:15][C:16]2[N:20]([CH3:21])[N:19]=[C:18]([CH2:22][CH2:23][CH3:24])[C:17]=2[CH:25]=[CH2:26])=[CH:10][C:3]=1[O:4][C@@H:5]([CH3:9])[C:6]([OH:8])=[O:7]. The catalyst is O1CCCC1.CO.[Pt]=O. The product is [Cl:1][C:2]1[CH:13]=[C:12]([Cl:14])[C:11]([O:15][C:16]2[N:20]([CH3:21])[N:19]=[C:18]([CH2:22][CH2:23][CH3:24])[C:17]=2[CH2:25][CH3:26])=[CH:10][C:3]=1[O:4][C@@H:5]([CH3:9])[C:6]([OH:8])=[O:7]. The yield is 0.490.